This data is from Forward reaction prediction with 1.9M reactions from USPTO patents (1976-2016). The task is: Predict the product of the given reaction. (1) Given the reactants C([O-])(=[S:3])C.[K+].[Cl:6][CH:7]1[CH:19]=[C:11]2[CH2:12][O:13][CH2:14][C:15]3[CH:16]=[CH:17][CH:18]=[C:9]([C:10]=32)[C:8]1([C:22]1[N:27]=[C:26]([S:28]([CH3:30])=[O:29])[N:25]=[C:24](N)[N:23]=1)[C:20]#[N:21].[OH-].[Na+].Cl, predict the reaction product. The product is: [Cl:6][CH:7]1[CH:19]=[C:11]2[CH2:12][O:13][CH2:14][C:15]3[CH:16]=[CH:17][CH:18]=[C:9]([C:10]=32)[C:8]1([C:22]1[N:27]=[C:26]([S:28]([CH3:30])=[O:29])[N:25]=[C:24]([SH:3])[N:23]=1)[C:20]#[N:21]. (2) Given the reactants Br[C:2]1[N:7]=[C:6]([CH2:8][N:9]2[CH2:14][CH2:13][O:12][CH2:11][CH2:10]2)[CH:5]=[CH:4][CH:3]=1.[NH2:15][C:16]1[S:17][C:18]([C:24]2[CH:29]=[CH:28][CH:27]=[CH:26][C:25]=2[F:30])=[CH:19][C:20]=1[C:21]([NH2:23])=[O:22], predict the reaction product. The product is: [F:30][C:25]1[CH:26]=[CH:27][CH:28]=[CH:29][C:24]=1[C:18]1[S:17][C:16]([NH:15][C:2]2[CH:3]=[CH:4][CH:5]=[C:6]([CH2:8][N:9]3[CH2:14][CH2:13][O:12][CH2:11][CH2:10]3)[N:7]=2)=[C:20]([C:21]([NH2:23])=[O:22])[CH:19]=1. (3) The product is: [NH2:1][C:2]1[N:3]=[CH:4][C:5]([C:23]2[CH:24]=[C:19]([CH:20]=[CH:21][CH:22]=2)[C:17]([NH2:16])=[O:18])=[N:6][C:7]=1[C:8]1[CH:13]=[CH:12][C:11]([OH:14])=[CH:10][CH:9]=1. Given the reactants [NH2:1][C:2]1[C:7]([C:8]2[CH:13]=[CH:12][C:11]([OH:14])=[CH:10][CH:9]=2)=[N:6][C:5](Br)=[CH:4][N:3]=1.[NH2:16][C:17]([C:19]1[CH:20]=[C:21](B(O)O)[CH:22]=[CH:23][CH:24]=1)=[O:18].C([O-])([O-])=O.[Na+].[Na+], predict the reaction product.